Task: Predict the product of the given reaction.. Dataset: Forward reaction prediction with 1.9M reactions from USPTO patents (1976-2016) (1) Given the reactants Cl[C:2]1[C:11]2[N:12]=[C:13]([CH3:27])[N:14]([CH2:15][CH2:16][O:17][CH2:18]/[CH:19]=[CH:20]/[C:21]3[CH:26]=[CH:25][CH:24]=[CH:23][CH:22]=3)[C:10]=2[C:9]2[CH:8]=[CH:7][CH:6]=[CH:5][C:4]=2[N:3]=1.[NH3:28].CO, predict the reaction product. The product is: [CH3:27][C:13]1[N:14]([CH2:15][CH2:16][O:17][CH2:18]/[CH:19]=[CH:20]/[C:21]2[CH:26]=[CH:25][CH:24]=[CH:23][CH:22]=2)[C:10]2[C:9]3[CH:8]=[CH:7][CH:6]=[CH:5][C:4]=3[N:3]=[C:2]([NH2:28])[C:11]=2[N:12]=1. (2) Given the reactants [N:1]1[CH:6]=[CH:5][CH:4]=[C:3]([C:7]2[N:8]=[N:9][N:10]([C:12]3[CH:17]=[CH:16][C:15]([CH2:18][CH2:19][CH2:20][NH2:21])=[CH:14][CH:13]=3)[CH:11]=2)[CH:2]=1.[C:22]1([C:31]2[CH:36]=[CH:35][CH:34]=[CH:33][CH:32]=2)[C:23]([C:28](O)=[O:29])=[CH:24][CH:25]=[CH:26][CH:27]=1, predict the reaction product. The product is: [N:1]1[CH:6]=[CH:5][CH:4]=[C:3]([C:7]2[N:8]=[N:9][N:10]([C:12]3[CH:17]=[CH:16][C:15]([CH2:18][CH2:19][CH2:20][NH:21][C:28]([C:23]4[C:22]([C:31]5[CH:36]=[CH:35][CH:34]=[CH:33][CH:32]=5)=[CH:27][CH:26]=[CH:25][CH:24]=4)=[O:29])=[CH:14][CH:13]=3)[CH:11]=2)[CH:2]=1. (3) Given the reactants [CH3:1][O:2][C:3]1[C:4]([Br:24])=[CH:5][C:6]2[CH2:12][CH2:11][N:10]([CH3:13])[CH2:9][CH:8]([C:14]3[CH:19]=[CH:18][C:17]([N+:20]([O-])=O)=[CH:16][CH:15]=3)[C:7]=2[CH:23]=1.[O-]S(S([O-])=O)=O.[Na+].[Na+], predict the reaction product. The product is: [CH3:1][O:2][C:3]1[C:4]([Br:24])=[CH:5][C:6]2[CH2:12][CH2:11][N:10]([CH3:13])[CH2:9][CH:8]([C:14]3[CH:19]=[CH:18][C:17]([NH2:20])=[CH:16][CH:15]=3)[C:7]=2[CH:23]=1. (4) Given the reactants [Si]([O:8][CH2:9][CH2:10][N:11]([C:16]1[CH:17]=[N:18][CH:19]=[CH:20][C:21]=1[C:22]1[CH:23]=[C:24]([CH:37]=[CH:38][CH:39]=1)[C:25]([NH:27][C:28]([C:31]1[CH:36]=[CH:35][CH:34]=[CH:33][CH:32]=1)([CH3:30])[CH3:29])=[O:26])[S:12]([CH3:15])(=[O:14])=[O:13])(C(C)(C)C)(C)C.[C:40]1([CH3:53])[CH:45]=[C:44]([CH3:46])[CH:43]=[C:42]([CH3:47])[C:41]=1[S:48]([O:51][NH2:52])(=[O:50])=[O:49], predict the reaction product. The product is: [CH3:47][C:42]1[CH:43]=[C:44]([CH3:46])[CH:45]=[C:40]([CH3:53])[C:41]=1[S:48]([O-:51])(=[O:50])=[O:49].[NH2:52][N+:18]1[CH:19]=[CH:20][C:21]([C:22]2[CH:39]=[CH:38][CH:37]=[C:24]([C:25](=[O:26])[NH:27][C:28]([C:31]3[CH:36]=[CH:35][CH:34]=[CH:33][CH:32]=3)([CH3:30])[CH3:29])[CH:23]=2)=[C:16]([N:11]([CH2:10][CH2:9][OH:8])[S:12]([CH3:15])(=[O:14])=[O:13])[CH:17]=1. (5) The product is: [ClH:1].[ClH:1].[CH2:27]([O:26][C:24]([C:23]1[N:19]([CH2:18][C@H:14]2[CH2:13][CH2:12][C@@H:11]3[C@@H:16]([CH2:17][C@@H:8]([C:6]([OH:7])=[O:5])[NH:9][CH2:10]3)[CH2:15]2)[CH:20]=[N:21][CH:22]=1)=[O:25])[CH3:28]. Given the reactants [ClH:1].Cl.C([O:5][C:6]([C@@H:8]1[CH2:17][C@@H:16]2[C@@H:11]([CH2:12][CH2:13][C@H:14]([CH2:18][N:19]3[C:23]([C:24]([O:26][CH2:27][CH3:28])=[O:25])=[CH:22][N:21]=[CH:20]3)[CH2:15]2)[CH2:10][NH:9]1)=[O:7])C, predict the reaction product. (6) Given the reactants F[P-](F)(F)(F)(F)F.[N:8]1(OC(N(C)C)=[N+](C)C)[C:12]2[CH:13]=[CH:14][CH:15]=[CH:16][C:11]=2N=N1.NC1C=CC=CC=1.[C:32]([CH2:34][CH2:35][CH2:36][CH2:37][CH2:38][CH:39]([C:43]1[S:47][N:46]=[C:45]([CH3:48])[N:44]=1)[C:40](O)=[O:41])#[N:33].C(N(CC)CC)C, predict the reaction product. The product is: [C:12]1([NH:8][C:40](=[O:41])[CH:39]([C:43]2[S:47][N:46]=[C:45]([CH3:48])[N:44]=2)[CH2:38][CH2:37][CH2:36][CH2:35][CH2:34][C:32]#[N:33])[CH:11]=[CH:16][CH:15]=[CH:14][CH:13]=1. (7) Given the reactants [CH3:1][O:2][C:3]1[CH:4]=[C:5]([C:11]2[C:20](=[O:21])[C:19]3[C:14](=[C:15]([CH3:23])[C:16]([OH:22])=[CH:17][CH:18]=3)[O:13][CH:12]=2)[CH:6]=[CH:7][C:8]=1[O:9][CH3:10].N1C=CC=CC=1.[C:30](OC(=O)C)(=[O:32])[CH3:31], predict the reaction product. The product is: [C:30]([O:22][C:16]1[C:15]([CH3:23])=[C:14]2[C:19]([C:20](=[O:21])[C:11]([C:5]3[CH:6]=[CH:7][C:8]([O:9][CH3:10])=[C:3]([O:2][CH3:1])[CH:4]=3)=[CH:12][O:13]2)=[CH:18][CH:17]=1)(=[O:32])[CH3:31]. (8) Given the reactants Cl.[CH:2]([N:5]1[C:9]([C:10]2[N:19]=[C:18]3[N:12]([CH2:13][CH2:14][O:15][C:16]4[CH:23]=[C:22]([C@@H:24]5[CH2:29][CH2:28][NH:27][CH2:26][C@H:25]5[OH:30])[CH:21]=[CH:20][C:17]=43)[CH:11]=2)=[N:8][CH:7]=[N:6]1)([CH3:4])[CH3:3].[CH3:31][N:32]([CH3:37])[C:33](=[O:36])[CH2:34]Cl, predict the reaction product. The product is: [OH:30][C@H:25]1[C@H:24]([C:22]2[CH:21]=[CH:20][C:17]3[C:18]4[N:12]([CH:11]=[C:10]([C:9]5[N:5]([CH:2]([CH3:4])[CH3:3])[N:6]=[CH:7][N:8]=5)[N:19]=4)[CH2:13][CH2:14][O:15][C:16]=3[CH:23]=2)[CH2:29][CH2:28][N:27]([CH2:34][C:33]([N:32]([CH3:37])[CH3:31])=[O:36])[CH2:26]1.